Binary Classification. Given a miRNA mature sequence and a target amino acid sequence, predict their likelihood of interaction. From a dataset of Experimentally validated miRNA-target interactions with 360,000+ pairs, plus equal number of negative samples. (1) The miRNA is hsa-miR-6813-5p with sequence CAGGGGCUGGGGUUUCAGGUUCU. The protein sequence of the target gene is MRPGAPGPLWPLPWGALAWAVGFVSSMGSGNPAPGGVCWLQQGQEATCSLVLQTDVTRAECCASGNIDTAWSNLTHPGNKINLLGFLGLVHCLPCKDSCDGVECGPGKACRMLGGRPRCECAPDCSGLPARLQVCGSDGATYRDECELRAARCRGHPDLSVMYRGRCRKSCEHVVCPRPQSCVVDQTGSAHCVVCRAAPCPVPSSPGQELCGNNNVTYISSCHMRQATCFLGRSIGVRHAGSCAGTPEEPPGGESAEEEENFV. Result: 1 (interaction). (2) The miRNA is cel-miR-55-3p with sequence UACCCGUAUAAGUUUCUGCUGAG. The protein sequence of the target gene is MCAEVGPALCRGMERNSLGCCEAPKKLSLSFSIEAILKRPARRSDMDRPEGPGEEGPGEAAASGSGLEKPPKDQPQEGRKSKRRVRTTFTTEQLHELEKIFHFTHYPDVHIRSQLAARINLPEARVQIWFQNQRAKWRKQEKIGNLGAPQQLSEASVALPTNLDVAGPTWTSTALRRLAPPTSCCPSAQDQLASAWFPAWITLLPAHPWETQPVPGLPIHQTCIPVLCILPPPHPKWGSICATST. Result: 0 (no interaction). (3) The miRNA is mmu-miR-370-3p with sequence GCCUGCUGGGGUGGAACCUGGU. The protein sequence of the target gene is MEAVELARKLQEEATCSICLDYFTDPVMTTCGHNFCRACIQLSWEKARGKKGRRKRKGSFPCPECREMSPQRNLLPNRLLTKVAEMAQQHPGLQKQDLCQEHHEPLKLFCQKDQSPICVVCRESREHRLHRVLPAEEAVQGYKLKLEEDMEYLREQITRTGNLQAREEQSLAEWQGKVKERRERIVLEFEKMNLYLVEEEQRLLQALETEEEETASRLRESVACLDRQGHSLELLLLQLEERSTQGPLQMLQDMKEPLSRKNNVSVQCPEVAPPTRPRTVCRVPGQIEVLRGFLEDVVPD.... Result: 0 (no interaction). (4) The miRNA is cel-miR-269 with sequence GGCAAGACUCUGGCAAAACU. The protein sequence of the target gene is MDHTDNELQGTNSSGSLGGLDVRRRIPIKLISKQANKAKPAPRTQRTINRMPAKAPPGDEEGFDYNEEERYDCKGGELFANQRRFPGHLFWDFQINILGEKDDTPVHFCDKCGLPIKIYGRMIPCKHVFCYDCAILHEKKGDKMCPGCSDPVQRIEQCTRGSLFMCSIVQGCKRTYLSQRDLQAHINHRHMRAGKPVTRASLENVHPPIAPPPTEIPERFIMPPDKHHMSHIPPKQHIMMPPPPLQHVPHEHYNQPHEDIRAPPAELSMAPPPPRSVSQETFRISTRKHSNLITVPIQDD.... Result: 0 (no interaction). (5) The miRNA is cel-miR-358-3p with sequence AUUGGUAUCCCUGUCAAGGUCU. The protein sequence of the target gene is MQWRALVLGLVLLRLGLHAVLWLVFGLGPSMGFYQRFPLSFGFQRLRDPDGSGPVGPPGGPAWLHRPRRGTEGRLETPPEPGPTPGPGVCGPAHWGYALGGGGCGPDEYERRYSGAFPPQLRAQMRDLARGMFVFGYDNYMAHAFPQDELNPIYCRGRGPDRGDPSNLNINDVLGNYSLTLVDALDTLAIMGNSSEFQKAVKLVINTVSFDKDSTVQVFEATIRVLGSLLSAHRIITDSKQPFGDMTIEDYDNELLYMAHDLAVRLLPAFENTKTGIPYPRVNLKTGVPPDSNNETCTAG.... Result: 0 (no interaction). (6) The protein sequence of the target gene is MEGTAGTITSNEWSSPTSPEGSTASGGSQALDKPIDNDAEGVWSPDIEQSFQEALAIYPPCGRRKIILSDEGKMYGRNELIARYIKLRTGKTRTRKQVSSHIQVLARRKAREIQAKLKDQAAKDKALQSMAAMSSAQIISATAFHSSMALARGPGRPAVSGFWQGALPGQAGTSHDVKPFSQQTYAVQPPLPLPGFESPAGPAPSPSAPPAPPWQGRSVASSKLWMLEFSAFLEQQQDPDTYNKHLFVHIGQSSPSYSDPYLEAVDIRQIYDKFPEKKGGLKDLFERGPSNAFFLVKFWA.... The miRNA is hsa-miR-5189-5p with sequence UCUGGGCACAGGCGGAUGGACAGG. Result: 0 (no interaction). (7) The miRNA is mmu-miR-223-3p with sequence UGUCAGUUUGUCAAAUACCCCA. The protein sequence of the target gene is MNLQLVSWIGLISLICSVFGQTDKNRCLKANAKSCGECIQAGPNCGWCTNTTFLQEGMPTSARCDDLEALKKKGCQPSDIENPRGSQTIKKNKNVTNRSKGMAEKLRPEDITQIQPQQLLLKLRSGEPQKFTLKFKRAEDYPIDLYYLMDLSYSMKDDLENVKSLGTDLMNEMRRITSDFRIGFGSFVEKTVMPYISTTPAKLRNPCTSEQNCTSPFSYKNVLSLTDRGEFFNELVGQQRISGNLDSPEGGFDAIMQVAVCGSLIGWRNVTRLLVFSTDAGFHFAGDGKLGGIVLPNDGQ.... Result: 1 (interaction).